From a dataset of Catalyst prediction with 721,799 reactions and 888 catalyst types from USPTO. Predict which catalyst facilitates the given reaction. (1) Reactant: [CH:1]1([C:4]([N:6]2[CH2:10][CH2:9][C@@H:8]([CH2:11][NH:12][C:13]3[CH:18]=[CH:17][N:16]=[CH:15][C:14]=3[NH2:19])[CH2:7]2)=[O:5])[CH2:3][CH2:2]1.[NH:20]1[C:28]2[C:23](=[CH:24][CH:25]=[C:26]([C:29]3[CH:36]=[CH:35][C:32]([CH:33]=O)=[CH:31][CH:30]=3)[CH:27]=2)[CH:22]=[CH:21]1. Product: [CH:1]1([C:4]([N:6]2[CH2:10][CH2:9][C@@H:8]([CH2:11][N:12]3[C:13]4[CH:18]=[CH:17][N:16]=[CH:15][C:14]=4[N:19]=[C:33]3[C:32]3[CH:35]=[CH:36][C:29]([C:26]4[CH:27]=[C:28]5[C:23]([CH:22]=[CH:21][NH:20]5)=[CH:24][CH:25]=4)=[CH:30][CH:31]=3)[CH2:7]2)=[O:5])[CH2:3][CH2:2]1. The catalyst class is: 51. (2) Reactant: O=[O+][O-].[F:4][C:5]1[C:6]([C:13]2[CH:22]=[CH:21][C:16]([C:17]([O:19][CH3:20])=[O:18])=[CH:15][C:14]=2[C:23]2([CH:28]=[O:29])[CH2:27][CH2:26][CH2:25][CH2:24]2)=[CH:7][C:8]([O:11][CH3:12])=[N:9][CH:10]=1.CO.[BH4-].[Na+]. Product: [F:4][C:5]1[C:6]([C:13]2[CH:22]=[CH:21][C:16]([C:17]([O:19][CH3:20])=[O:18])=[CH:15][C:14]=2[C:23]2([CH2:28][OH:29])[CH2:27][CH2:26][CH2:25][CH2:24]2)=[CH:7][C:8]([O:11][CH3:12])=[N:9][CH:10]=1. The catalyst class is: 91. (3) Reactant: [CH2:1]([O:3][C:4](=[O:28])[CH2:5][N:6]([C@@H:20]1[CH2:26][CH2:25][CH2:24][CH2:23][CH:22]([OH:27])[CH2:21]1)[S:7]([C:10]1[CH:19]=[CH:18][C:17]2[C:12](=[CH:13][CH:14]=[CH:15][CH:16]=2)[CH:11]=1)(=[O:9])=[O:8])[CH3:2].C(N(CC)CC)C.[CH3:36][S:37](Cl)(=[O:39])=[O:38]. Product: [CH2:1]([O:3][C:4](=[O:28])[CH2:5][N:6]([C@@H:20]1[CH2:26][CH2:25][CH2:24][CH2:23][CH:22]([O:27][S:37]([CH3:36])(=[O:39])=[O:38])[CH2:21]1)[S:7]([C:10]1[CH:19]=[CH:18][C:17]2[C:12](=[CH:13][CH:14]=[CH:15][CH:16]=2)[CH:11]=1)(=[O:8])=[O:9])[CH3:2]. The catalyst class is: 112. (4) Reactant: COC(OC)[N:4]([CH3:6])C.[CH2:9]([O:16][C:17]1[CH:22]=[CH:21][C:20]([C:23](=O)[CH3:24])=[CH:19][CH:18]=1)[C:10]1[CH:15]=[CH:14][CH:13]=[CH:12][CH:11]=1.[CH3:26][NH:27]N. Product: [CH2:9]([O:16][C:17]1[CH:22]=[CH:21][C:20]([C:23]2[N:4]([CH3:6])[N:27]=[CH:26][CH:24]=2)=[CH:19][CH:18]=1)[C:10]1[CH:15]=[CH:14][CH:13]=[CH:12][CH:11]=1. The catalyst class is: 42. (5) Reactant: [NH2:1][C:2]1[S:3][CH:4]=[C:5]([CH2:7][C:8]([OH:10])=[O:9])[N:6]=1.[C:11]1([CH3:20])[C:12]([N:17]=[C:18]=[O:19])=[CH:13][CH:14]=[CH:15][CH:16]=1. Product: [C:11]1([CH3:20])[CH:16]=[CH:15][CH:14]=[CH:13][C:12]=1[NH:17][C:18](=[O:19])[NH:1][C:2]1[S:3][CH:4]=[C:5]([CH2:7][C:8]([OH:10])=[O:9])[N:6]=1. The catalyst class is: 21. (6) Reactant: [CH2:1]([NH:8][C:9]([CH3:15])([CH3:14])[CH2:10][C:11](O)=[O:12])[C:2]1[CH:7]=[CH:6][CH:5]=[CH:4][CH:3]=1.B. Product: [CH2:1]([NH:8][C:9]([CH3:15])([CH3:14])[CH2:10][CH2:11][OH:12])[C:2]1[CH:7]=[CH:6][CH:5]=[CH:4][CH:3]=1. The catalyst class is: 1. (7) Reactant: [F:1][C:2]1[CH:7]=[CH:6][C:5]([C:8]2[CH:13]=[C:12]([CH3:14])[N:11]=[C:10]([C:15]#N)[CH:9]=2)=[CH:4][CH:3]=1.O.[C:18](O)(=[O:20])[CH3:19].C([OH:24])C. Product: [CH2:18]([O:20][C:15]([C:10]1[CH:9]=[C:8]([C:5]2[CH:6]=[CH:7][C:2]([F:1])=[CH:3][CH:4]=2)[CH:13]=[C:12]([CH3:14])[N:11]=1)=[O:24])[CH3:19]. The catalyst class is: 500. (8) Reactant: C([O:3][C:4]([CH:6]1[CH2:8][CH:7]1[C:9]1[CH:14]=[CH:13][C:12]([O:15][CH3:16])=[C:11]([F:17])[CH:10]=1)=[O:5])C.CO.O.[OH-].[Na+]. Product: [F:17][C:11]1[CH:10]=[C:9]([CH:7]2[CH2:8][CH:6]2[C:4]([OH:5])=[O:3])[CH:14]=[CH:13][C:12]=1[O:15][CH3:16]. The catalyst class is: 1.